From a dataset of Catalyst prediction with 721,799 reactions and 888 catalyst types from USPTO. Predict which catalyst facilitates the given reaction. (1) The catalyst class is: 11. Product: [CH2:13]([C@H:9]1[C@H:10]([CH2:11][OH:12])[O:5][C:6](=[O:7])[NH:8]1)[C:14]1[CH:15]=[CH:16][CH:17]=[CH:18][CH:19]=1. Reactant: C([O:5][C:6]([NH:8][C@@H:9]([CH2:13][C:14]1[CH:19]=[CH:18][CH:17]=[CH:16][CH:15]=1)[C@@H:10]1[O:12][CH2:11]1)=[O:7])(C)(C)C.O.C1(C)C=CC(S(O)(=O)=O)=CC=1. (2) Reactant: [NH2:1][C:2]1[C:12]([OH:13])=[CH:11][C:10]([Cl:14])=[CH:9][C:3]=1[C:4]([O:6]CC)=[O:5]. Product: [NH2:1][C:2]1[C:12]([OH:13])=[CH:11][C:10]([Cl:14])=[CH:9][C:3]=1[C:4]([OH:6])=[O:5]. The catalyst class is: 33. (3) Reactant: [C:1]([O:5][C:6]([NH:8][CH2:9][CH2:10][CH2:11][C@@H:12]([CH2:30][C:31]1[N:32]=[CH:33][N:34]2[C:43]3[C:38](=[CH:39][CH:40]=[CH:41][CH:42]=3)[CH2:37][CH2:36][C:35]=12)[C:13]([O:15][C@H](C1C=CC=CC=1)[C@@H](N1CCCC1)C)=[O:14])=[O:7])([CH3:4])([CH3:3])[CH3:2]. Product: [C:1]([O:5][C:6]([NH:8][CH2:9][CH2:10][CH2:11][C@@H:12]([CH2:30][C:31]1[N:32]=[CH:33][N:34]2[C:43]3[C:38](=[CH:39][CH:40]=[CH:41][CH:42]=3)[CH2:37][CH2:36][C:35]=12)[C:13]([OH:15])=[O:14])=[O:7])([CH3:4])([CH3:2])[CH3:3]. The catalyst class is: 19. (4) Reactant: [CH:1]1([CH2:7][C:8]2[CH:9]=[C:10]3[C:16]([C:17]4[CH:18]=[N:19][N:20]([CH3:22])[CH:21]=4)=[CH:15][N:14](S(C4C=CC=CC=4)(=O)=O)[C:11]3=[N:12][CH:13]=2)[CH2:6][CH2:5][CH2:4][CH2:3][CH2:2]1.[OH-].[Na+]. Product: [CH:1]1([CH2:7][C:8]2[CH:9]=[C:10]3[C:16]([C:17]4[CH:18]=[N:19][N:20]([CH3:22])[CH:21]=4)=[CH:15][NH:14][C:11]3=[N:12][CH:13]=2)[CH2:2][CH2:3][CH2:4][CH2:5][CH2:6]1. The catalyst class is: 14. (5) Reactant: [C:1]([C:3]1[CH:4]=[C:5]([C:12]2[O:16][N:15]=[C:14]([C:17]3[CH:34]=[CH:33][C:20]4[CH2:21][CH2:22][N:23](C(OC(C)(C)C)=O)[CH2:24][CH2:25][C:19]=4[CH:18]=3)[N:13]=2)[CH:6]=[CH:7][C:8]=1[O:9][CH2:10][CH3:11])#[N:2].FC(F)(F)C(O)=O. Product: [CH2:10]([O:9][C:8]1[CH:7]=[CH:6][C:5]([C:12]2[O:16][N:15]=[C:14]([C:17]3[CH:34]=[CH:33][C:20]4[CH2:21][CH2:22][NH:23][CH2:24][CH2:25][C:19]=4[CH:18]=3)[N:13]=2)=[CH:4][C:3]=1[C:1]#[N:2])[CH3:11]. The catalyst class is: 2. (6) Reactant: Cl[C:2]1[C:7]([C:8]([O:10][CH2:11][CH3:12])=[O:9])=[CH:6][N:5]=[C:4]2[N:13]([CH3:17])[N:14]=[C:15]([CH3:16])[C:3]=12.[CH2:18]([NH:25][S:26]([C:29]1[CH:34]=[CH:33][C:32]([O:35][CH3:36])=[CH:31][CH:30]=1)(=[O:28])=[O:27])[C:19]1[CH:24]=[CH:23][CH:22]=[CH:21][CH:20]=1. Product: [CH2:18]([N:25]([S:26]([C:29]1[CH:30]=[CH:31][C:32]([O:35][CH3:36])=[CH:33][CH:34]=1)(=[O:28])=[O:27])[C:2]1[C:7]([C:8]([O:10][CH2:11][CH3:12])=[O:9])=[CH:6][N:5]=[C:4]2[N:13]([CH3:17])[N:14]=[C:15]([CH3:16])[C:3]=12)[C:19]1[CH:24]=[CH:23][CH:22]=[CH:21][CH:20]=1. The catalyst class is: 60. (7) Reactant: [O:1]=[C:2]1[C:7]([C:8]([OH:10])=O)=[CH:6][CH:5]=[CH:4][N:3]1[CH2:11][C:12]1[CH:17]=[CH:16][C:15]([C:18]([F:21])([F:20])[F:19])=[CH:14][CH:13]=1.Cl.[NH2:23][C@@H:24]([CH2:29][CH2:30][CH2:31][NH:32][C:33]([O:35][C:36]([CH3:39])([CH3:38])[CH3:37])=[O:34])[C:25]([O:27][CH3:28])=[O:26].CN(C(ON1N=NC2C=CC=CC1=2)=[N+](C)C)C.F[P-](F)(F)(F)(F)F. The catalyst class is: 66. Product: [C:36]([O:35][C:33]([NH:32][CH2:31][CH2:30][CH2:29][C@H:24]([NH:23][C:8]([C:7]1[C:2](=[O:1])[N:3]([CH2:11][C:12]2[CH:17]=[CH:16][C:15]([C:18]([F:19])([F:21])[F:20])=[CH:14][CH:13]=2)[CH:4]=[CH:5][CH:6]=1)=[O:10])[C:25]([O:27][CH3:28])=[O:26])=[O:34])([CH3:38])([CH3:39])[CH3:37].